This data is from Forward reaction prediction with 1.9M reactions from USPTO patents (1976-2016). The task is: Predict the product of the given reaction. (1) Given the reactants CC(C)([O-])C.[Na+].Cl[C:8]1[CH:9]=[N:10][CH:11]=[CH:12][CH:13]=1.[NH:14]1[CH2:19][CH2:18][CH:17]([O:20][CH2:21][C:22]2[O:26][N:25]=[C:24]([C:27]3[CH:32]=[CH:31][N:30]=[CH:29][CH:28]=3)[N:23]=2)[CH2:16][CH2:15]1, predict the reaction product. The product is: [N:30]1[CH:31]=[CH:32][C:27]([C:24]2[N:23]=[C:22]([CH2:21][O:20][CH:17]3[CH2:18][CH2:19][N:14]([C:8]4[CH:9]=[N:10][CH:11]=[CH:12][CH:13]=4)[CH2:15][CH2:16]3)[O:26][N:25]=2)=[CH:28][CH:29]=1. (2) Given the reactants [Cl:1][C:2]1[C:3](Cl)=[N:4][CH:5]=[C:6]([CH:23]=1)[C:7]([NH:9][S:10]([C:13]1[CH:18]=[CH:17][CH:16]=[CH:15][C:14]=1[S:19](=[O:22])(=[O:21])[NH2:20])(=[O:12])=[O:11])=[O:8].[CH3:25][C:26]([CH3:30])([CH3:29])[C:27]#[CH:28], predict the reaction product. The product is: [Cl:1][C:2]1[C:3]([C:28]#[C:27][C:26]([CH3:30])([CH3:29])[CH3:25])=[N:4][CH:5]=[C:6]([CH:23]=1)[C:7]([NH:9][S:10]([C:13]1[CH:18]=[CH:17][CH:16]=[CH:15][C:14]=1[S:19](=[O:22])(=[O:21])[NH2:20])(=[O:12])=[O:11])=[O:8]. (3) Given the reactants [F:1][C:2]([F:17])([F:16])[CH2:3][CH:4]1[C:11]2[CH:10]=[C:9]([C:12]([O:14]C)=[O:13])[NH:8][C:7]=2[CH2:6][CH2:5]1.[OH-].[Li+], predict the reaction product. The product is: [F:17][C:2]([F:1])([F:16])[CH2:3][CH:4]1[C:11]2[CH:10]=[C:9]([C:12]([OH:14])=[O:13])[NH:8][C:7]=2[CH2:6][CH2:5]1. (4) The product is: [Br:1][C:2]1[CH:6]=[N:5][N:4]([CH3:7])[C:3]=1[C:8]1[CH:19]=[C:18]([NH2:20])[CH:17]=[CH:16][C:9]=1[O:10][CH2:11][CH2:12][N:13]([CH3:14])[CH3:15]. Given the reactants [Br:1][C:2]1[CH:6]=[N:5][N:4]([CH3:7])[C:3]=1[C:8]1[CH:19]=[C:18]([N+:20]([O-])=O)[CH:17]=[CH:16][C:9]=1[O:10][CH2:11][CH2:12][N:13]([CH3:15])[CH3:14].O.O.Cl[Sn]Cl, predict the reaction product. (5) Given the reactants [C:1]([O:5][C:6](=[O:39])[N:7]([CH2:11][C:12]1[CH:13]=[N:14][CH:15]=[C:16]([C:19]2[CH:20]=[C:21]3[C:25](=[CH:26][CH:27]=2)[N:24]([CH2:28][C:29]2[CH:34]=[CH:33][C:32]([O:35][CH3:36])=[CH:31][CH:30]=2)[N:23]=[C:22]3[CH:37]=O)[C:17]=1[CH3:18])[CH:8]([CH3:10])[CH3:9])([CH3:4])([CH3:3])[CH3:2].Cl.NO.C([N:45](CC)CC)C.ClC(Cl)(Cl)C(Cl)=O, predict the reaction product. The product is: [C:1]([O:5][C:6](=[O:39])[N:7]([CH2:11][C:12]1[CH:13]=[N:14][CH:15]=[C:16]([C:19]2[CH:20]=[C:21]3[C:25](=[CH:26][CH:27]=2)[N:24]([CH2:28][C:29]2[CH:34]=[CH:33][C:32]([O:35][CH3:36])=[CH:31][CH:30]=2)[N:23]=[C:22]3[C:37]#[N:45])[C:17]=1[CH3:18])[CH:8]([CH3:10])[CH3:9])([CH3:3])([CH3:4])[CH3:2]. (6) Given the reactants [CH3:1][O:2][C:3]([CH:5]1[CH2:10][NH:9][CH2:8][CH2:7][N:6]1[C:11](=[O:21])[CH:12]=[CH:13][C:14]1[CH:19]=[CH:18][CH:17]=[C:16]([Cl:20])[CH:15]=1)=[O:4].Cl[C:23]1[C:24]([C:29]#[N:30])=[N:25][CH:26]=[CH:27][N:28]=1.C(N(CC)CC)C, predict the reaction product. The product is: [CH3:1][O:2][C:3]([CH:5]1[N:6]([C:11](=[O:21])[CH:12]=[CH:13][C:14]2[CH:19]=[CH:18][CH:17]=[C:16]([Cl:20])[CH:15]=2)[CH2:7][CH2:8][N:9]([C:23]2[C:24]([C:29]#[N:30])=[N:25][CH:26]=[CH:27][N:28]=2)[CH2:10]1)=[O:4]. (7) Given the reactants [OH:1][CH:2]1[O:9][C@H:8]([CH2:10][OH:11])[C@@H:6]([OH:7])[C@H:4]([OH:5])[C@H:3]1[NH2:12].[CH:13]1[C:19](=[O:20])[NH:18][C:16](=[O:17])[N:15]([C@@H:21]2[O:25][C@H:24]([CH2:26][O:27][P:28]([O:31][P:32]([OH:35])([OH:34])=[O:33])([OH:30])=[O:29])[C@@H:23]([OH:36])[C@H:22]2[OH:37])[CH:14]=1.OC1O[C@H](CO)[C@@H](O)[C@H](O)[C@@H]1O.OC1O[C@H](CO)[C@@H](O)[C@H](O)[C@@H]1O.[CH:62]1[C:68](=[O:69])[NH:67][C:65](=[O:66])[N:64]([C@@H:70]2[O:74][C@H:73]([CH2:75][O:76][P:77]([O:80][P:81]([O:84][C@H:85]3[O:90][C@H:89]([CH2:91][OH:92])[C@H:88]([OH:93])[C@H:87]([OH:94])[C@H:86]3O)([OH:83])=[O:82])([OH:79])=[O:78])[C@@H:72]([OH:96])[C@H:71]2[OH:97])[CH:63]=1, predict the reaction product. The product is: [CH3:13][C:19]([NH:18][C@H:86]1[C@@H:85]([O:84][P:81]([O:80][P:77]([O:76][CH2:75][C@H:73]2[O:74][C@@H:70]([N:64]3[C:65](=[O:66])[NH:67][C:68](=[O:69])[CH:62]=[CH:63]3)[C@H:71]([OH:97])[C@@H:72]2[OH:96])([OH:79])=[O:78])([OH:83])=[O:82])[O:90][C@H:89]([CH2:91][OH:92])[C@@H:88]([OH:93])[C@@H:87]1[OH:94])=[O:20].[CH:13]1[C:19](=[O:20])[NH:18][C:16](=[O:17])[N:15]([C@@H:21]2[O:25][C@H:24]([CH2:26][O:27][P:28]([O:31][P:32]([OH:34])([OH:35])=[O:33])([OH:30])=[O:29])[C@@H:23]([OH:36])[C@H:22]2[OH:37])[CH:14]=1.[OH:1][CH:2]1[O:9][C@H:8]([CH2:10][OH:11])[C@@H:6]([OH:7])[C@H:4]([OH:5])[C@@H:3]1[NH2:12].[CH3:13][C:19]([NH:18][C@@H:86]1[C@@H:85]([O:84][P:81]([O:80][P:77]([O:76][CH2:75][C@H:73]2[O:74][C@@H:70]([N:64]3[C:65](=[O:66])[NH:67][C:68](=[O:69])[CH:62]=[CH:63]3)[C@H:71]([OH:97])[C@@H:72]2[OH:96])([OH:79])=[O:78])([OH:83])=[O:82])[O:90][C@H:89]([CH2:91][OH:92])[C@@H:88]([OH:93])[C@@H:87]1[OH:94])=[O:20].